This data is from Catalyst prediction with 721,799 reactions and 888 catalyst types from USPTO. The task is: Predict which catalyst facilitates the given reaction. (1) Reactant: C[O:2][C:3](=[O:23])[C:4]1[CH:9]=[CH:8][C:7]([NH:10][CH2:11][C:12]2[CH:17]=[CH:16][C:15]([C:18]#[C:19][CH2:20][OH:21])=[CH:14][CH:13]=2)=[CH:6][C:5]=1[OH:22].[Li+].[OH-]. Product: [OH:22][C:5]1[CH:6]=[C:7]([NH:10][CH2:11][C:12]2[CH:13]=[CH:14][C:15]([C:18]#[C:19][CH2:20][OH:21])=[CH:16][CH:17]=2)[CH:8]=[CH:9][C:4]=1[C:3]([OH:23])=[O:2]. The catalyst class is: 20. (2) Reactant: Cl[C:2]1[N:7]=[CH:6][CH:5]=[CH:4][N:3]=1.C(O)(=O)C.[I:12][C:13]1[CH:19]=[CH:18][C:16]([NH2:17])=[CH:15][CH:14]=1.C(=O)([O-])O.[Na+]. Product: [I:12][C:13]1[CH:19]=[CH:18][C:16]([NH:17][C:2]2[N:7]=[CH:6][CH:5]=[CH:4][N:3]=2)=[CH:15][CH:14]=1. The catalyst class is: 12.